From a dataset of Catalyst prediction with 721,799 reactions and 888 catalyst types from USPTO. Predict which catalyst facilitates the given reaction. (1) Reactant: [Cl:1][C:2]1[CH:7]=[C:6]([C:8]2(O)[CH2:13][CH2:12][CH:11]([CH3:14])[CH2:10][CH2:9]2)[CH:5]=[CH:4][N:3]=1.CC1C=CC(S(O)(=O)=O)=CC=1. Product: [Cl:1][C:2]1[CH:7]=[C:6]([C:8]2[CH2:13][CH2:12][CH:11]([CH3:14])[CH2:10][CH:9]=2)[CH:5]=[CH:4][N:3]=1. The catalyst class is: 11. (2) The catalyst class is: 298. Reactant: [Cl:1][C:2]1[CH:3]=[C:4]([O:11][CH2:12][CH3:13])[C:5]([OH:10])=[C:6]([CH:9]=1)[CH:7]=[O:8].[F:14][C:15]([F:28])([F:27])[S:16](O[S:16]([C:15]([F:28])([F:27])[F:14])(=[O:18])=[O:17])(=[O:18])=[O:17]. Product: [F:14][C:15]([F:28])([F:27])[S:16]([O:10][C:5]1[C:6]([CH:7]=[O:8])=[CH:9][C:2]([Cl:1])=[CH:3][C:4]=1[O:11][CH2:12][CH3:13])(=[O:18])=[O:17]. (3) Reactant: C(OC([N:8]1[CH2:13][CH2:12][NH:11][C@H:10]([CH3:14])[CH2:9]1)=O)(C)(C)C.CCN(CC)CC.[CH3:22][S:23](Cl)(=[O:25])=[O:24]. Product: [CH3:22][S:23]([N:11]1[CH2:12][CH2:13][NH:8][CH2:9][C@H:10]1[CH3:14])(=[O:25])=[O:24]. The catalyst class is: 2. (4) Reactant: [CH3:1][O:2][C:3]1[CH:4]=[C:5]([CH:7]=[CH:8][CH:9]=1)[NH2:6].[S:10]1[CH:14]=[C:13](B(O)O)[C:12]2[CH:18]=[CH:19][CH:20]=[CH:21][C:11]1=2.O.O=[CH:24][C:25]([OH:27])=[O:26]. Product: [S:10]1[CH:14]=[C:13]([CH:24]([NH:6][C:5]2[CH:7]=[CH:8][CH:9]=[C:3]([O:2][CH3:1])[CH:4]=2)[C:25]([OH:27])=[O:26])[C:12]2[CH:18]=[CH:19][CH:20]=[CH:21][C:11]1=2. The catalyst class is: 10. (5) Reactant: [NH2:1][C:2]12[CH2:11][CH:6]3[CH2:7][CH:8]([CH2:10][CH:4]([C:5]3=[O:12])[CH2:3]1)[CH2:9]2.C(N(CC)CC)C.[CH3:20][C:21]([O:24][C:25](O[C:25]([O:24][C:21]([CH3:23])([CH3:22])[CH3:20])=[O:26])=[O:26])([CH3:23])[CH3:22].[NH4+].[Cl-]. Product: [O:12]=[C:5]1[CH:6]2[CH2:11][C:2]3([NH:1][C:25](=[O:26])[O:24][C:21]([CH3:23])([CH3:22])[CH3:20])[CH2:9][CH:8]([CH2:10][CH:4]1[CH2:3]3)[CH2:7]2. The catalyst class is: 2. (6) Reactant: [CH3:1][C:2]1[C:6]([CH3:7])=[C:5]([NH:8][C:9](=[O:16])OCC(Cl)(Cl)Cl)[O:4][N:3]=1.[C:17]1([C:23]2[O:27][C:26]([CH:28]3[CH2:33][CH2:32][NH:31][CH2:30][CH2:29]3)=[N:25][N:24]=2)[CH:22]=[CH:21][CH:20]=[CH:19][CH:18]=1.C(N(C(C)C)CC)(C)C.CS(C)=O. Product: [CH3:1][C:2]1[C:6]([CH3:7])=[C:5]([NH:8][C:9]([N:31]2[CH2:30][CH2:29][CH:28]([C:26]3[O:27][C:23]([C:17]4[CH:22]=[CH:21][CH:20]=[CH:19][CH:18]=4)=[N:24][N:25]=3)[CH2:33][CH2:32]2)=[O:16])[O:4][N:3]=1. The catalyst class is: 6. (7) Reactant: [CH3:1][N:2]1[C:6]([C:7]2[CH:8]=[C:9]([C:14]([OH:16])=O)[S:10][C:11]=2[CH2:12][CH3:13])=[C:5]([CH3:17])[CH:4]=[N:3]1.[NH2:18][C@@H:19]([CH2:32][C:33]1[CH:38]=[CH:37][CH:36]=[CH:35][C:34]=1[C:39]([F:42])([F:41])[F:40])[CH2:20][N:21]1[C:29](=[O:30])[C:28]2[C:23](=[CH:24][CH:25]=[CH:26][CH:27]=2)[C:22]1=[O:31].C(N(C(C)C)CC)(C)C.F[P-](F)(F)(F)(F)F.Br[P+](N1CCCC1)(N1CCCC1)N1CCCC1. The catalyst class is: 2. Product: [CH3:1][N:2]1[C:6]([C:7]2[CH:8]=[C:9]([C:14]([NH:18][C@@H:19]([CH2:32][C:33]3[CH:38]=[CH:37][CH:36]=[CH:35][C:34]=3[C:39]([F:42])([F:40])[F:41])[CH2:20][N:21]3[C:29](=[O:30])[C:28]4[C:23](=[CH:24][CH:25]=[CH:26][CH:27]=4)[C:22]3=[O:31])=[O:16])[S:10][C:11]=2[CH2:12][CH3:13])=[C:5]([CH3:17])[CH:4]=[N:3]1.